Task: Predict the reactants needed to synthesize the given product.. Dataset: Full USPTO retrosynthesis dataset with 1.9M reactions from patents (1976-2016) (1) Given the product [F:7][C:8]1[CH:13]=[C:12]([CH2:14][CH2:15][CH3:16])[CH:11]=[CH:10][C:9]=1[C:17]1[CH:18]=[CH:19][C:20]([CH2:23][OH:24])=[CH:21][CH:22]=1, predict the reactants needed to synthesize it. The reactants are: [H-].[Al+3].[Li+].[H-].[H-].[H-].[F:7][C:8]1[CH:13]=[C:12]([CH2:14][CH2:15][CH3:16])[CH:11]=[CH:10][C:9]=1[C:17]1[CH:22]=[CH:21][C:20]([C:23](O)=[O:24])=[CH:19][CH:18]=1.Cl.CCOCC. (2) Given the product [CH2:31]([NH:38][C@H:10]1[C@@H:11]([F:23])[CH2:12][C@@H:13]2[N:8]([CH2:1][C:2]3[CH:3]=[CH:4][CH:5]=[CH:6][CH:7]=3)[C@@:9]1([C:25]1[CH:30]=[CH:29][CH:28]=[CH:27][CH:26]=1)[CH2:15][C@H:14]2[C:16]([O:18][C:19]([CH3:20])([CH3:21])[CH3:22])=[O:17])[C:32]1[CH:37]=[CH:36][CH:35]=[CH:34][CH:33]=1, predict the reactants needed to synthesize it. The reactants are: [CH2:1]([N:8]1[C@@H:13]2[C@H:14]([C:16]([O:18][C:19]([CH3:22])([CH3:21])[CH3:20])=[O:17])[CH2:15][C@@:9]1([C:25]1[CH:30]=[CH:29][CH:28]=[CH:27][CH:26]=1)[C:10](=O)[C@@H:11]([F:23])[CH2:12]2)[C:2]1[CH:7]=[CH:6][CH:5]=[CH:4][CH:3]=1.[CH2:31]([NH2:38])[C:32]1[CH:37]=[CH:36][CH:35]=[CH:34][CH:33]=1.[BH4-].[Na+].[OH-].[Na+]. (3) Given the product [CH3:23][N:24]1[CH2:29][CH2:28][N:27]([C:2]2[N:7]=[CH:6][N:5]=[C:4]([NH:8][N:9]=[C:10]([C:17]3[CH:22]=[CH:21][CH:20]=[CH:19][CH:18]=3)[C:11]3[CH:16]=[CH:15][CH:14]=[CH:13][CH:12]=3)[CH:3]=2)[CH2:26][CH2:25]1, predict the reactants needed to synthesize it. The reactants are: Cl[C:2]1[N:7]=[CH:6][N:5]=[C:4]([NH:8][N:9]=[C:10]([C:17]2[CH:22]=[CH:21][CH:20]=[CH:19][CH:18]=2)[C:11]2[CH:16]=[CH:15][CH:14]=[CH:13][CH:12]=2)[CH:3]=1.[CH3:23][N:24]1[CH2:29][CH2:28][NH:27][CH2:26][CH2:25]1.C1(P(C2CCCCC2)C2C=CC=CC=2C2C(C(C)C)=CC(C(C)C)=CC=2C(C)C)CCCCC1.C(=O)([O-])[O-].[Cs+].[Cs+]. (4) Given the product [C:1]([O-:15])(=[O:14])[CH2:2][CH2:3][NH:4][C:5](=[O:13])[C@H:6]([C:8]([CH2:11][OH:12])([CH3:10])[CH3:9])[OH:7].[Ca+2:17].[C:1]([O-:15])(=[O:14])[CH2:2][CH2:3][NH:4][C:5](=[O:13])[C@H:6]([C:8]([CH2:11][OH:12])([CH3:10])[CH3:9])[OH:7], predict the reactants needed to synthesize it. The reactants are: [C:1]([OH:15])(=[O:14])[CH2:2][CH2:3][NH:4][C:5](=[O:13])[C@@H:6]([C:8]([CH2:11][OH:12])([CH3:10])[CH3:9])[OH:7].[OH-].[Ca+2:17].[OH-]. (5) Given the product [Si:13]([O:20][CH:21]1[CH2:22][CH2:23][C:24]([CH3:1])([C:27]([O:29][CH2:30][CH3:31])=[O:28])[CH2:25][CH2:26]1)([C:16]([CH3:19])([CH3:18])[CH3:17])([CH3:15])[CH3:14], predict the reactants needed to synthesize it. The reactants are: [CH2:1]([Li])CCC.C(NC(C)C)(C)C.[Si:13]([O:20][CH:21]1[CH2:26][CH2:25][CH:24]([C:27]([O:29][CH2:30][CH3:31])=[O:28])[CH2:23][CH2:22]1)([C:16]([CH3:19])([CH3:18])[CH3:17])([CH3:15])[CH3:14].CI. (6) Given the product [C:31]1([C:14]2[CH:13]=[C:12]([O:11][CH2:1][CH2:2][CH2:3][CH2:4][CH2:5][CH2:6][CH2:7][CH2:8][CH2:9][CH3:10])[CH:17]=[C:16]([C:18]3[CH:19]=[CH:20][CH:21]=[CH:22][CH:23]=3)[C:15]=2[OH:24])[CH:32]=[CH:33][CH:34]=[CH:35][CH:36]=1, predict the reactants needed to synthesize it. The reactants are: [CH2:1]([O:11][C:12]1[CH:17]=[C:16]([C:18]2[CH:23]=[CH:22][CH:21]=[CH:20][CH:19]=2)[C:15]([O:24]COCCOC)=[C:14]([C:31]2[CH:36]=[CH:35][CH:34]=[CH:33][CH:32]=2)[CH:13]=1)[CH2:2][CH2:3][CH2:4][CH2:5][CH2:6][CH2:7][CH2:8][CH2:9][CH3:10]. (7) Given the product [CH:9]1([NH:8][C:4]2[CH:5]=[N:6][O:7][C:3]=2[CH3:2])[CH2:13][CH2:12][CH2:11][CH2:10]1, predict the reactants needed to synthesize it. The reactants are: Cl.[CH3:2][C:3]1[O:7][N:6]=[CH:5][C:4]=1[NH2:8].[C:9]1(=O)[CH2:13][CH2:12][CH2:11][CH2:10]1.C([O-])(=O)C.[Na+].[BH3-]C#N.[Na+].